Task: Regression. Given two drug SMILES strings and cell line genomic features, predict the synergy score measuring deviation from expected non-interaction effect.. Dataset: NCI-60 drug combinations with 297,098 pairs across 59 cell lines (1) Drug 1: CN1C2=C(C=C(C=C2)N(CCCl)CCCl)N=C1CCCC(=O)O.Cl. Drug 2: C1=NNC2=C1C(=O)NC=N2. Cell line: HS 578T. Synergy scores: CSS=5.51, Synergy_ZIP=2.17, Synergy_Bliss=-0.944, Synergy_Loewe=-3.42, Synergy_HSA=-2.60. (2) Drug 1: CC1=C(C=C(C=C1)NC2=NC=CC(=N2)N(C)C3=CC4=NN(C(=C4C=C3)C)C)S(=O)(=O)N.Cl. Synergy scores: CSS=39.1, Synergy_ZIP=-1.12, Synergy_Bliss=-3.46, Synergy_Loewe=-10.4, Synergy_HSA=-3.19. Drug 2: CS(=O)(=O)OCCCCOS(=O)(=O)C. Cell line: SR. (3) Drug 1: C1=NC2=C(N=C(N=C2N1C3C(C(C(O3)CO)O)O)F)N. Drug 2: CN(CCCl)CCCl.Cl. Cell line: SK-MEL-28. Synergy scores: CSS=17.2, Synergy_ZIP=-4.32, Synergy_Bliss=0.980, Synergy_Loewe=3.09, Synergy_HSA=4.01. (4) Drug 1: C1CN1C2=NC(=NC(=N2)N3CC3)N4CC4. Drug 2: CC1=C(N=C(N=C1N)C(CC(=O)N)NCC(C(=O)N)N)C(=O)NC(C(C2=CN=CN2)OC3C(C(C(C(O3)CO)O)O)OC4C(C(C(C(O4)CO)O)OC(=O)N)O)C(=O)NC(C)C(C(C)C(=O)NC(C(C)O)C(=O)NCCC5=NC(=CS5)C6=NC(=CS6)C(=O)NCCC[S+](C)C)O. Cell line: OVCAR-4. Synergy scores: CSS=11.5, Synergy_ZIP=-2.79, Synergy_Bliss=-1.43, Synergy_Loewe=0.555, Synergy_HSA=1.90. (5) Drug 1: C1CN1P(=S)(N2CC2)N3CC3. Drug 2: C1=NC2=C(N=C(N=C2N1C3C(C(C(O3)CO)O)O)F)N. Cell line: CAKI-1. Synergy scores: CSS=36.8, Synergy_ZIP=-11.8, Synergy_Bliss=-0.808, Synergy_Loewe=-9.87, Synergy_HSA=3.05. (6) Drug 1: CC(C1=C(C=CC(=C1Cl)F)Cl)OC2=C(N=CC(=C2)C3=CN(N=C3)C4CCNCC4)N. Drug 2: CN1CCC(CC1)COC2=C(C=C3C(=C2)N=CN=C3NC4=C(C=C(C=C4)Br)F)OC. Cell line: SF-295. Synergy scores: CSS=17.4, Synergy_ZIP=-2.59, Synergy_Bliss=2.65, Synergy_Loewe=-12.4, Synergy_HSA=3.27.